This data is from Merck oncology drug combination screen with 23,052 pairs across 39 cell lines. The task is: Regression. Given two drug SMILES strings and cell line genomic features, predict the synergy score measuring deviation from expected non-interaction effect. (1) Drug 1: COC12C(COC(N)=O)C3=C(C(=O)C(C)=C(N)C3=O)N1CC1NC12. Drug 2: CS(=O)(=O)CCNCc1ccc(-c2ccc3ncnc(Nc4ccc(OCc5cccc(F)c5)c(Cl)c4)c3c2)o1. Cell line: PA1. Synergy scores: synergy=14.1. (2) Drug 1: COc1cccc2c1C(=O)c1c(O)c3c(c(O)c1C2=O)CC(O)(C(=O)CO)CC3OC1CC(N)C(O)C(C)O1. Drug 2: CCN(CC)CCNC(=O)c1c(C)[nH]c(C=C2C(=O)Nc3ccc(F)cc32)c1C. Cell line: A2058. Synergy scores: synergy=-3.17. (3) Drug 1: Cn1nnc2c(C(N)=O)ncn2c1=O. Drug 2: C=CCn1c(=O)c2cnc(Nc3ccc(N4CCN(C)CC4)cc3)nc2n1-c1cccc(C(C)(C)O)n1. Cell line: RKO. Synergy scores: synergy=6.76. (4) Drug 1: CCC1(O)C(=O)OCc2c1cc1n(c2=O)Cc2cc3c(CN(C)C)c(O)ccc3nc2-1. Drug 2: Cn1c(=O)n(-c2ccc(C(C)(C)C#N)cc2)c2c3cc(-c4cnc5ccccc5c4)ccc3ncc21. Cell line: LOVO. Synergy scores: synergy=14.1. (5) Drug 1: O=S1(=O)NC2(CN1CC(F)(F)F)C1CCC2Cc2cc(C=CCN3CCC(C(F)(F)F)CC3)ccc2C1. Drug 2: CC(=O)OC1C(=O)C2(C)C(O)CC3OCC3(OC(C)=O)C2C(OC(=O)c2ccccc2)C2(O)CC(OC(=O)C(O)C(NC(=O)c3ccccc3)c3ccccc3)C(C)=C1C2(C)C. Cell line: RPMI7951. Synergy scores: synergy=14.6. (6) Drug 2: CC(C)CC(NC(=O)C(Cc1ccccc1)NC(=O)c1cnccn1)B(O)O. Cell line: UWB1289BRCA1. Drug 1: Nc1ccn(C2OC(CO)C(O)C2(F)F)c(=O)n1. Synergy scores: synergy=10.6.